This data is from Forward reaction prediction with 1.9M reactions from USPTO patents (1976-2016). The task is: Predict the product of the given reaction. (1) Given the reactants [CH2:1](Br)[C:2]1[CH:7]=[CH:6][CH:5]=[CH:4][CH:3]=1.[N:9]1([CH2:14][C:15]([N:17]2[CH2:21][C@@H:20]([NH2:22])[CH2:19][C@H:18]2[C:23]([NH:25][C:26]2[CH:31]=[CH:30][C:29]([O:32][C:33]3[CH:38]=[CH:37][C:36]([F:39])=[CH:35][CH:34]=3)=[CH:28][CH:27]=2)=[O:24])=[O:16])[CH:13]=[N:12][CH:11]=[N:10]1.CN(C=O)C.C([O-])([O-])=O.[K+].[K+], predict the reaction product. The product is: [N:9]1([CH2:14][C:15]([N:17]2[CH2:21][C@@H:20]([NH:22][CH2:1][C:2]3[CH:7]=[CH:6][CH:5]=[CH:4][CH:3]=3)[CH2:19][C@H:18]2[C:23]([NH:25][C:26]2[CH:27]=[CH:28][C:29]([O:32][C:33]3[CH:34]=[CH:35][C:36]([F:39])=[CH:37][CH:38]=3)=[CH:30][CH:31]=2)=[O:24])=[O:16])[CH:13]=[N:12][CH:11]=[N:10]1. (2) The product is: [Br-:9].[Cl:11][CH2:10][N+:1]12[CH2:8][CH2:7][N:4]([CH2:5][CH2:6]1)[CH2:3][CH2:2]2. Given the reactants [N:1]12[CH2:8][CH2:7][N:4]([CH2:5][CH2:6]1)[CH2:3][CH2:2]2.[Br:9][CH2:10][Cl:11], predict the reaction product. (3) The product is: [Cl:24][C:11]1[N:12]=[C:13]([C:15]([F:18])([F:17])[F:16])[CH:14]=[C:9]([C:6]2[CH:7]=[N:8][C:3]([C:2]([F:21])([F:20])[F:1])=[CH:4][CH:5]=2)[N:10]=1. Given the reactants [F:1][C:2]([F:21])([F:20])[C:3]1[N:8]=[CH:7][C:6]([C:9]2[CH:14]=[C:13]([C:15]([F:18])([F:17])[F:16])[NH:12][C:11](=O)[N:10]=2)=[CH:5][CH:4]=1.O=P(Cl)(Cl)[Cl:24], predict the reaction product. (4) Given the reactants [CH:1]1([N:6]2[CH2:12][C:11]([F:14])([F:13])[C:10](=[O:15])[N:9]([CH3:16])[C:8]3[CH:17]=[N:18][C:19]([NH:21][C:22]4[CH:30]=[CH:29][C:25]([C:26](O)=[O:27])=[CH:24][C:23]=4[O:31][CH3:32])=[N:20][C:7]2=3)[CH2:5][CH2:4][CH2:3][CH2:2]1.CN(C(ON1N=NC2C=CC=NC1=2)=[N+](C)C)C.F[P-](F)(F)(F)(F)F.[CH:57]1([CH2:60][N:61]2[CH2:66][CH2:65][NH:64][CH2:63][CH2:62]2)[CH2:59][CH2:58]1, predict the reaction product. The product is: [CH:1]1([N:6]2[CH2:12][C:11]([F:13])([F:14])[C:10](=[O:15])[N:9]([CH3:16])[C:8]3[CH:17]=[N:18][C:19]([NH:21][C:22]4[CH:30]=[CH:29][C:25]([C:26]([N:64]5[CH2:65][CH2:66][N:61]([CH2:60][CH:57]6[CH2:59][CH2:58]6)[CH2:62][CH2:63]5)=[O:27])=[CH:24][C:23]=4[O:31][CH3:32])=[N:20][C:7]2=3)[CH2:5][CH2:4][CH2:3][CH2:2]1. (5) Given the reactants Cl.[N+:2]([C:5]1[N:10]=[CH:9][C:8]([C:11]2[CH2:12][CH2:13][NH:14][CH2:15][CH:16]=2)=[CH:7][CH:6]=1)([O-:4])=[O:3].I[CH3:18].[H-].[Na+].O, predict the reaction product. The product is: [CH3:18][N:14]1[CH2:13][CH:12]=[C:11]([C:8]2[CH:9]=[N:10][C:5]([N+:2]([O-:4])=[O:3])=[CH:6][CH:7]=2)[CH2:16][CH2:15]1. (6) Given the reactants [OH:1][C:2]1[CH:7]=[CH:6][C:5]([CH2:8][CH2:9][NH:10][C:11]2[CH:28]=[CH:27][CH:26]=[CH:25][C:12]=2[CH2:13][CH:14]2[CH2:23][CH2:22][C:21]3[CH:20]=[C:19]([OH:24])[CH:18]=[CH:17][C:16]=3[CH2:15]2)=[CH:4][CH:3]=1.[C:29](O[BH-](OC(=O)C)OC(=O)C)(=O)[CH3:30].[Na+].C(=O)C.C(=O)(O)[O-].[Na+], predict the reaction product. The product is: [CH2:29]([N:10]([CH2:9][CH2:8][C:5]1[CH:4]=[CH:3][C:2]([OH:1])=[CH:7][CH:6]=1)[C:11]1[CH:28]=[CH:27][CH:26]=[CH:25][C:12]=1[CH2:13][CH:14]1[CH2:23][CH2:22][C:21]2[CH:20]=[C:19]([OH:24])[CH:18]=[CH:17][C:16]=2[CH2:15]1)[CH3:30]. (7) Given the reactants C(O[C:5]1([CH2:11][CH3:12])[O:9][CH:8](C)[CH2:7][O:6]1)(=O)C.[C:13](=O)([O-])[O-:14].[K+].[K+].O1CCCC1, predict the reaction product. The product is: [CH2:11]([C:5]1([CH2:13][OH:14])[O:6][CH2:7][CH2:8][O:9]1)[CH3:12]. (8) Given the reactants [F:1][C:2]1[CH:3]=[C:4]([CH:8]=[CH:9][C:10]=1[N+:11]([O-:13])=[O:12])[C:5]([OH:7])=O.S(Cl)(Cl)=O.[CH2:18]([N:20](CC)[CH2:21][CH3:22])[CH3:19].N1CCCC1, predict the reaction product. The product is: [F:1][C:2]1[CH:3]=[C:4]([C:5]([N:20]2[CH2:21][CH2:22][CH2:19][CH2:18]2)=[O:7])[CH:8]=[CH:9][C:10]=1[N+:11]([O-:13])=[O:12]. (9) Given the reactants [CH3:1][C:2]1[CH:6]=[C:5](C)[N:4]([C:8](=[NH:20])[NH:9][S:10]([C:13]2[CH:18]=[CH:17][C:16](Cl)=[CH:15][CH:14]=2)(=[O:12])=[O:11])N=1.[CH3:21]S(O)(=O)=O.[N:26]1C=CC(CN)=[CH:28][CH:27]=1, predict the reaction product. The product is: [NH2:20][C:8]([NH:4][CH2:5][C:6]1[CH:2]=[CH:1][N:26]=[CH:27][CH:28]=1)=[N:9][S:10]([C:13]1[CH:14]=[CH:15][C:16]([CH3:21])=[CH:17][CH:18]=1)(=[O:11])=[O:12].